This data is from Forward reaction prediction with 1.9M reactions from USPTO patents (1976-2016). The task is: Predict the product of the given reaction. The product is: [Si:10]([O:22][CH2:21][CH2:20][NH:19][CH3:18])([C:13]([CH3:16])([CH3:15])[CH3:14])([CH3:12])[CH3:11]. Given the reactants CCN(C(C)C)C(C)C.[Si:10](Cl)([C:13]([CH3:16])([CH3:15])[CH3:14])([CH3:12])[CH3:11].[CH3:18][NH:19][CH2:20][CH2:21][OH:22].C(OCC)C, predict the reaction product.